Dataset: Catalyst prediction with 721,799 reactions and 888 catalyst types from USPTO. Task: Predict which catalyst facilitates the given reaction. Reactant: CC1(C)[O:9][C:8](=[O:10])[C:5]2([CH2:7][CH2:6]2)[C:4](=[O:11])O1.[Cl:13][C:14]1[CH:20]=[CH:19][C:17]([NH2:18])=[CH:16][CH:15]=1. Product: [Cl:13][C:14]1[CH:20]=[CH:19][C:17]([N:18]2[CH2:6][CH2:7][CH:5]([C:8]([OH:9])=[O:10])[C:4]2=[O:11])=[CH:16][CH:15]=1. The catalyst class is: 8.